This data is from Forward reaction prediction with 1.9M reactions from USPTO patents (1976-2016). The task is: Predict the product of the given reaction. (1) Given the reactants [NH2:1][C:2]1([C:13]2[CH:18]=[CH:17][C:16]([CH:19]([CH3:21])[CH3:20])=[CH:15][C:14]=2[O:22][CH3:23])[C:10](=[O:11])[C:9]2[C:4](=[CH:5][CH:6]=[CH:7][CH:8]=2)[C:3]1=[O:12].[C:24](Cl)(=[O:31])[C:25]1[CH:30]=[CH:29][CH:28]=[CH:27][CH:26]=1.C(N(CC)CC)C, predict the reaction product. The product is: [CH:19]([C:16]1[CH:17]=[CH:18][C:13]([C:2]2([NH:1][C:24](=[O:31])[C:25]3[CH:30]=[CH:29][CH:28]=[CH:27][CH:26]=3)[C:10](=[O:11])[C:9]3[C:4](=[CH:5][CH:6]=[CH:7][CH:8]=3)[C:3]2=[O:12])=[C:14]([O:22][CH3:23])[CH:15]=1)([CH3:21])[CH3:20]. (2) Given the reactants [CH3:1][O:2][C:3]1[CH:10]=[C:9]([O:11][CH3:12])[CH:8]=[CH:7][C:4]=1[CH:5]=O.[C:13]([C:16]1[C:17](=[O:23])[CH2:18][CH2:19][CH2:20][C:21]=1[OH:22])(=[O:15])[CH3:14].[C:24](C1C(=O)OC(C)=CC=1O)(=[O:26])C, predict the reaction product. The product is: [OH:23][C:17]1[CH2:18][CH2:19][CH2:20][C:21](=[O:22])[C:16]=1[C:13](=[O:15])/[CH:14]=[CH:5]/[C:4]1[CH:7]=[CH:8][C:9]([O:11][CH3:12])=[C:10]([O:26][CH3:24])[C:3]=1[O:2][CH3:1]. (3) Given the reactants BrC1C(OC)=[CH:4][C:5]([C:8]#[N:9])=[N:6][CH:7]=1.C(Cl)(=O)C(Cl)=[O:14].N1C=CC=CC=1.Br[C:25]1[C:26]([O:34][CH3:35])=[CH:27][C:28]([C:31](N)=[O:32])=[N:29][CH:30]=1, predict the reaction product. The product is: [CH3:35][O:34][C:26]1[C:25]([N:9]2[CH:8]=[C:5]([CH3:4])[N:6]=[CH:7]2)=[CH:30][N:29]=[C:28]([C:31]([OH:14])=[O:32])[CH:27]=1. (4) Given the reactants [Cl:1][C:2]1[CH:3]=[C:4]([NH:16][C:17]2[C:26]3[C:21](=[CH:22][CH:23]=[CH:24][C:25]=3[O:27][CH2:28][C@H:29]3[CH2:33][CH2:32][CH2:31][NH:30]3)[N:20]=[CH:19][N:18]=2)[CH:5]=[CH:6][C:7]=1[O:8][C:9]1[CH:10]=[N:11][C:12]([CH3:15])=[CH:13][CH:14]=1.C([O:37][CH2:38][C:39](Cl)=[O:40])(=O)C, predict the reaction product. The product is: [Cl:1][C:2]1[CH:3]=[C:4]([NH:16][C:17]2[C:26]3[C:21](=[CH:22][CH:23]=[CH:24][C:25]=3[O:27][CH2:28][C@H:29]3[CH2:33][CH2:32][CH2:31][N:30]3[C:38](=[O:37])[CH2:39][OH:40])[N:20]=[CH:19][N:18]=2)[CH:5]=[CH:6][C:7]=1[O:8][C:9]1[CH:10]=[N:11][C:12]([CH3:15])=[CH:13][CH:14]=1. (5) Given the reactants C(Cl)(=O)C(Cl)=O.CS(C)=O.[OH:11][CH:12]1[CH2:16][CH2:15][CH:14]([C:17]2[N:22]3[C:23]4[CH:29]=[CH:28][CH:27]=[CH:26][C:24]=4[N:25]=[C:21]3[C:20]([C:30]#[N:31])=[C:19]([CH3:32])[C:18]=2[C:33]2[CH:38]=[CH:37][CH:36]=[CH:35][CH:34]=2)[CH2:13]1.C(N(CC)CC)C.[Cl-].[NH4+], predict the reaction product. The product is: [CH3:32][C:19]1[C:18]([C:33]2[CH:34]=[CH:35][CH:36]=[CH:37][CH:38]=2)=[C:17]([CH:14]2[CH2:15][CH2:16][C:12](=[O:11])[CH2:13]2)[N:22]2[C:23]3[CH:29]=[CH:28][CH:27]=[CH:26][C:24]=3[N:25]=[C:21]2[C:20]=1[C:30]#[N:31].